Dataset: Reaction yield outcomes from USPTO patents with 853,638 reactions. Task: Predict the reaction yield, written as a fraction of the theoretical maximum amount of product (1.0 means a 100% yield; for example, 0.34 means a 34% yield). (1) The catalyst is O1CCCC1. The yield is 0.980. The reactants are [C:1]([C:3]([C:6]1[CH:7]=[C:8]([CH:13]=[CH:14][CH:15]=1)[C:9]([O:11]C)=[O:10])([CH3:5])[CH3:4])#[N:2].CO.O. The product is [C:1]([C:3]([C:6]1[CH:7]=[C:8]([CH:13]=[CH:14][CH:15]=1)[C:9]([OH:11])=[O:10])([CH3:5])[CH3:4])#[N:2]. (2) The product is [CH3:19][O:5][C:4](=[O:6])[C:3]1[CH:7]=[CH:8][CH:9]=[C:10]([N+:11]([O-:13])=[O:12])[C:2]=1[CH3:1]. The reactants are [CH3:1][C:2]1[C:10]([N+:11]([O-:13])=[O:12])=[CH:9][CH:8]=[CH:7][C:3]=1[C:4]([OH:6])=[O:5].S(=O)(=O)(O)O.[CH3:19]O. No catalyst specified. The yield is 0.763. (3) The reactants are C(O[BH-](OC(=O)C)OC(=O)C)(=O)C.C[N+](C)(C)C.[CH3:19][C@@H:20]([C:36](=[O:43])[C@@H:37]([CH3:42])[C@H:38]([OH:41])[CH2:39][CH3:40])[C:21]([N:23]1[C@@H:27]([CH2:28][C:29]2[CH:34]=[CH:33][CH:32]=[CH:31][CH:30]=2)[CH2:26][O:25][C:24]1=[O:35])=[O:22].C(C(C(C([O-])=O)O)O)([O-])=O.[Na+].[Na+]. The catalyst is C(O)(=O)C.C(#N)C. The product is [CH3:19][C@@H:20]([C@@H:36]([OH:43])[C@@H:37]([CH3:42])[C@H:38]([OH:41])[CH2:39][CH3:40])[C:21]([N:23]1[C@@H:27]([CH2:28][C:29]2[CH:30]=[CH:31][CH:32]=[CH:33][CH:34]=2)[CH2:26][O:25][C:24]1=[O:35])=[O:22]. The yield is 0.840. (4) The reactants are [N:1]([CH2:4][CH:5]1[CH2:9][C:8]2[CH:10]=[C:11]([C:15]3[CH:20]=[CH:19][CH:18]=[CH:17][C:16]=3[CH3:21])[CH:12]=[C:13]([F:14])[C:7]=2[O:6]1)=[N+]=[N-].C1(P(C2C=CC=CC=2)C2C=CC=CC=2)C=CC=CC=1. The product is [F:14][C:13]1[C:7]2[O:6][CH:5]([CH2:4][NH2:1])[CH2:9][C:8]=2[CH:10]=[C:11]([C:15]2[CH:20]=[CH:19][CH:18]=[CH:17][C:16]=2[CH3:21])[CH:12]=1. No catalyst specified. The yield is 0.220. (5) The reactants are [Cl:1][C:2]1[CH:7]=[CH:6][C:5]([C:8]2([OH:41])[CH2:13][CH2:12][N:11]([CH2:14][CH2:15][CH:16]=[C:17]3[C:23]4[CH:24]=[CH:25][CH:26]=[N:27][C:22]=4[CH2:21][O:20][C:19]4[CH:28]=[CH:29][C:30]([O:32][CH2:33][CH2:34][O:35]C(=O)C)=[CH:31][C:18]3=4)[CH2:10][C:9]2([CH3:40])[CH3:39])=[CH:4][CH:3]=1.[OH-].[Na+]. The catalyst is C(O)C.O.C(OCC)(=O)C. The yield is 0.600. The product is [Cl:1][C:2]1[CH:7]=[CH:6][C:5]([C:8]2([OH:41])[CH2:13][CH2:12][N:11]([CH2:14][CH2:15][CH:16]=[C:17]3[C:23]4[CH:24]=[CH:25][CH:26]=[N:27][C:22]=4[CH2:21][O:20][C:19]4[CH:28]=[CH:29][C:30]([O:32][CH2:33][CH2:34][OH:35])=[CH:31][C:18]3=4)[CH2:10][C:9]2([CH3:39])[CH3:40])=[CH:4][CH:3]=1. (6) The reactants are [N+:1]([C:4]1[CH:9]=[CH:8][C:7]([C:10](=[O:24])[CH2:11][CH2:12][C:13](C2C=CC([N+]([O-])=O)=CC=2)=[O:14])=[CH:6][CH:5]=1)([O-:3])=[O:2].[BH4-].[Na+].O. The catalyst is C1COCC1. The product is [N+:1]([C:4]1[CH:5]=[CH:6][C:7]([CH:10]([OH:24])[CH2:11][CH2:12][CH2:13][OH:14])=[CH:8][CH:9]=1)([O-:3])=[O:2]. The yield is 0.810. (7) The reactants are [C:1]([O:5][C:6]([N:8]1[CH2:12][CH2:11][CH:10](O)[CH2:9]1)=[O:7])([CH3:4])([CH3:3])[CH3:2].C1(P(C2C=CC=CC=2)C2C=CC=CC=2)C=CC=CC=1.[I:33]I.N1C=CN=C1. The catalyst is C(Cl)Cl. The product is [C:1]([O:5][C:6]([N:8]1[CH2:12][CH2:11][CH:10]([I:33])[CH2:9]1)=[O:7])([CH3:4])([CH3:3])[CH3:2]. The yield is 0.870. (8) The reactants are [C:1]([O:5][C:6]([N:8]1[CH2:11][CH:10]([O:12][C:13]2[CH:18]=[C:17]([Cl:19])[CH:16]=[CH:15][C:14]=2[O:20][CH2:21][C:22]([O:24]CC)=[O:23])[CH2:9]1)=[O:7])([CH3:4])([CH3:3])[CH3:2].[OH-].[Na+].C(Cl)Cl.OS([O-])(=O)=O.[K+]. The catalyst is CO. The product is [C:1]([O:5][C:6]([N:8]1[CH2:11][CH:10]([O:12][C:13]2[CH:18]=[C:17]([Cl:19])[CH:16]=[CH:15][C:14]=2[O:20][CH2:21][C:22]([OH:24])=[O:23])[CH2:9]1)=[O:7])([CH3:4])([CH3:2])[CH3:3]. The yield is 0.570. (9) The reactants are [C:1]([C:3]1[CH:4]=[N:5][N:6]2[C:11](=[O:12])[C:10]([CH2:13][CH3:14])=[C:9]([C:15]([OH:17])=O)[NH:8][C:7]=12)#[N:2].Cl.CN.C1C[N:24]([P+](ON2N=NC3C=CC=CC2=3)(N2CCCC2)N2CCCC2)[CH2:23]C1.F[P-](F)(F)(F)(F)F.C1C=CC2N(O)N=NC=2C=1.CCN(C(C)C)C(C)C. The catalyst is CN(C=O)C.C(Cl)Cl. The product is [C:1]([C:3]1[CH:4]=[N:5][N:6]2[C:11](=[O:12])[C:10]([CH2:13][CH3:14])=[C:9]([C:15]([NH:24][CH3:23])=[O:17])[NH:8][C:7]=12)#[N:2]. The yield is 0.310. (10) The reactants are [Cl:1][C:2]1[CH:3]=[C:4]([NH2:18])[C:5]([NH2:17])=[CH:6][C:7]=1[O:8][C:9]1[CH:14]=[CH:13][C:12]([Cl:15])=[CH:11][C:10]=1[Cl:16].[F:19][C:20]([F:25])([F:24])[C:21](O)=O. The catalyst is Cl. The product is [Cl:1][C:2]1[C:7]([O:8][C:9]2[CH:14]=[CH:13][C:12]([Cl:15])=[CH:11][C:10]=2[Cl:16])=[CH:6][C:5]2[NH:17][C:21]([C:20]([F:25])([F:24])[F:19])=[N:18][C:4]=2[CH:3]=1. The yield is 0.660.